This data is from Full USPTO retrosynthesis dataset with 1.9M reactions from patents (1976-2016). The task is: Predict the reactants needed to synthesize the given product. (1) Given the product [Si:34]([O:35][CH2:36][CH2:37][NH:1][C@H:2]1[CH2:6][CH2:5][N:4]([C:7]2[CH:16]=[CH:15][C:14]3[C:13]([C:17]([NH:19][CH2:20][C:21]4([OH:28])[CH2:22][CH2:23][CH2:24][CH2:25][CH2:26][CH2:27]4)=[O:18])=[C:12]([Cl:29])[CH:11]=[CH:10][C:9]=3[N:8]=2)[CH2:3]1)([C:31]([CH3:33])([CH3:32])[CH3:30])([CH3:40])[CH3:39], predict the reactants needed to synthesize it. The reactants are: [NH2:1][C@H:2]1[CH2:6][CH2:5][N:4]([C:7]2[CH:16]=[CH:15][C:14]3[C:13]([C:17]([NH:19][CH2:20][C:21]4([OH:28])[CH2:27][CH2:26][CH2:25][CH2:24][CH2:23][CH2:22]4)=[O:18])=[C:12]([Cl:29])[CH:11]=[CH:10][C:9]=3[N:8]=2)[CH2:3]1.[CH3:30][C:31]([Si:34]([CH3:40])([CH3:39])[O:35][CH2:36][CH:37]=O)([CH3:33])[CH3:32].C(O[BH-](OC(=O)C)OC(=O)C)(=O)C.[Na+].O. (2) Given the product [OH:2][CH2:1][C:3]1[CH:4]=[CH:5][C:6]([N:9]2[CH2:10][CH2:11][N:12]([C:15]([O:17][C:18]([CH3:21])([CH3:20])[CH3:19])=[O:16])[CH2:13][CH2:14]2)=[CH:7][CH:8]=1, predict the reactants needed to synthesize it. The reactants are: [CH:1]([C:3]1[CH:8]=[CH:7][C:6]([N:9]2[CH2:14][CH2:13][N:12]([C:15]([O:17][C:18]([CH3:21])([CH3:20])[CH3:19])=[O:16])[CH2:11][CH2:10]2)=[CH:5][CH:4]=1)=[O:2].[BH4-].[Li+]. (3) Given the product [Cl:12][C:11]1[CH:10]=[CH:9][C:4]([C:5]([O:7][CH3:8])=[O:6])=[C:3]([NH:13][CH2:14][CH2:15][CH2:16][OH:17])[C:2]=1[NH:1][C:27](=[S:28])[NH:26][C:25]1[C:24]([CH2:29][CH3:30])=[N:23][C:22]([CH3:31])=[N:21][C:20]=1[CH2:18][CH3:19], predict the reactants needed to synthesize it. The reactants are: [NH2:1][C:2]1[C:3]([NH:13][CH2:14][CH2:15][CH2:16][OH:17])=[C:4]([CH:9]=[CH:10][C:11]=1[Cl:12])[C:5]([O:7][CH3:8])=[O:6].[CH2:18]([C:20]1[C:25]([N:26]=[C:27]=[S:28])=[C:24]([CH2:29][CH3:30])[N:23]=[C:22]([CH3:31])[N:21]=1)[CH3:19]. (4) Given the product [Cl:17][C:16]1[C:2]([Cl:1])=[CH:3][C:4]2[NH:8][C:7]([C:9]3([C:10]([F:13])([F:11])[F:12])[O:21][CH2:20][CH2:19][O:14]3)=[N:6][C:5]=2[CH:15]=1, predict the reactants needed to synthesize it. The reactants are: [Cl:1][C:2]1[C:16]([Cl:17])=[CH:15][C:5]2[NH:6][C:7]([C:9](=[O:14])[C:10]([F:13])([F:12])[F:11])=[N:8][C:4]=2[CH:3]=1.Cl[CH2:19][CH2:20][OH:21].C(=O)([O-])[O-].[K+].[K+].